Dataset: Full USPTO retrosynthesis dataset with 1.9M reactions from patents (1976-2016). Task: Predict the reactants needed to synthesize the given product. (1) The reactants are: [Br:1][C:2]1[CH:7]=[CH:6][CH:5]=[CH:4][C:3]=1[OH:8].C(=O)([O-])[O-].[Cs+].[Cs+].Cl[CH2:16][CH2:17][O:18][CH3:19]. Given the product [Br:1][C:2]1[CH:7]=[CH:6][CH:5]=[CH:4][C:3]=1[O:8][CH2:16][CH2:17][O:18][CH3:19], predict the reactants needed to synthesize it. (2) Given the product [F:25][C:21]1[CH:20]=[C:19]([CH2:2][C:3]2[S:18][C:6]3[N:7]([CH2:14][CH:15]([CH3:16])[CH3:17])[C:8](=[O:13])[N:9]([CH3:12])[C:10](=[O:11])[C:5]=3[CH:4]=2)[CH:24]=[CH:23][CH:22]=1, predict the reactants needed to synthesize it. The reactants are: O[CH:2]([C:19]1[CH:24]=[CH:23][CH:22]=[C:21]([F:25])[CH:20]=1)[C:3]1[S:18][C:6]2[N:7]([CH2:14][CH:15]([CH3:17])[CH3:16])[C:8](=[O:13])[N:9]([CH3:12])[C:10](=[O:11])[C:5]=2[CH:4]=1.C([SiH](CC)CC)C.[OH-].[Na+].